This data is from Catalyst prediction with 721,799 reactions and 888 catalyst types from USPTO. The task is: Predict which catalyst facilitates the given reaction. (1) Reactant: O.[OH-].[Li+].[CH2:4]([O:6][C:7]([C@:9]1([NH2:31])[C@H:14]([S:15][CH2:16][C:17]2[CH:22]=[CH:21][C:20]([Cl:23])=[C:19]([Cl:24])[CH:18]=2)[CH2:13][C@@H:12]2[C@H:10]1[C@@:11]2([F:30])[C:25]([O:27]CC)=[O:26])=[O:8])[CH3:5].Cl. Product: [CH3:5][CH2:4][O:6][C:7]([C@:9]1([NH2:31])[C@H:14]([S:15][CH2:16][C:17]2[CH:22]=[CH:21][C:20]([Cl:23])=[C:19]([Cl:24])[CH:18]=2)[CH2:13][C@@H:12]2[C@H:10]1[C@@:11]2([F:30])[C:25]([OH:27])=[O:26])=[O:8]. The catalyst class is: 30. (2) Reactant: [O:1]1[CH2:5][CH2:4][O:3][CH:2]1[C:6]1[CH:7]=[N:8][CH:9]=[CH:10][CH:11]=1.[I:12]C. Product: [I-:12].[O:1]1[CH2:5][CH2:4][O:3][CH:2]1[C:6]1[CH:7]=[NH+:8][CH:9]=[CH:10][CH:11]=1. The catalyst class is: 4. (3) Reactant: [F:1][C:2]1[CH:7]=[CH:6][C:5]([C:8]2[CH:13]=[CH:12][C:11]([C:14](=[O:21])[CH2:15][CH2:16][C:17]([O:19]C)=[O:18])=[CH:10][CH:9]=2)=[CH:4][CH:3]=1. Product: [F:1][C:2]1[CH:3]=[CH:4][C:5]([C:8]2[CH:13]=[CH:12][C:11]([C:14](=[O:21])[CH2:15][CH2:16][C:17]([OH:19])=[O:18])=[CH:10][CH:9]=2)=[CH:6][CH:7]=1. The catalyst class is: 33. (4) Reactant: [Li+].[OH-].C[O:4][C:5](=[O:37])[CH2:6][NH:7][C:8]([C:10]1[C:19]2[C:14](=[CH:15][CH:16]=[CH:17][CH:18]=2)[C:13]([C:20]2[CH2:24][C:23]([C:29]3[CH:34]=[C:33]([Cl:35])[CH:32]=[C:31]([Cl:36])[CH:30]=3)([C:25]([F:28])([F:27])[F:26])[O:22][N:21]=2)=[CH:12][CH:11]=1)=[O:9]. Product: [Cl:36][C:31]1[CH:30]=[C:29]([C:23]2([C:25]([F:27])([F:26])[F:28])[O:22][N:21]=[C:20]([C:13]3[C:14]4[C:19](=[CH:18][CH:17]=[CH:16][CH:15]=4)[C:10]([C:8]([NH:7][CH2:6][C:5]([OH:37])=[O:4])=[O:9])=[CH:11][CH:12]=3)[CH2:24]2)[CH:34]=[C:33]([Cl:35])[CH:32]=1. The catalyst class is: 30. (5) Reactant: [CH2:1]([CH:3]([O:6][C:7]1[CH:12]=[C:11]([CH3:13])[N:10]=[C:9]([NH:14][C:15]2[C:20]([CH3:21])=[CH:19][C:18]([CH3:22])=[CH:17][C:16]=2[CH3:23])[C:8]=1[CH2:24][OH:25])[CH2:4][CH3:5])[CH3:2].C=O.[CH3:28]C1C=CC(S(O)(=O)=O)=CC=1. Product: [CH2:1]([CH:3]([O:6][C:7]1[CH:12]=[C:11]([CH3:13])[N:10]=[C:9]2[C:8]=1[CH2:24][O:25][CH2:28][N:14]2[C:15]1[C:16]([CH3:23])=[CH:17][C:18]([CH3:22])=[CH:19][C:20]=1[CH3:21])[CH2:4][CH3:5])[CH3:2]. The catalyst class is: 11. (6) Reactant: [CH3:1][O:2][C:3](=[O:15])[CH:4]([NH2:14])[CH2:5][C:6]1[CH:11]=[CH:10][C:9]([F:12])=[CH:8][C:7]=1[F:13].C(N(CC)CC)C.[Cl:23][C:24]1[CH:29]=[CH:28][CH:27]=[C:26]([Cl:30])[C:25]=1[NH:31][C:32](=[O:35])[CH2:33]Br.O. Product: [CH3:1][O:2][C:3](=[O:15])[CH:4]([NH:14][CH2:33][C:32]([NH:31][C:25]1[C:26]([Cl:30])=[CH:27][CH:28]=[CH:29][C:24]=1[Cl:23])=[O:35])[CH2:5][C:6]1[CH:11]=[CH:10][C:9]([F:12])=[CH:8][C:7]=1[F:13]. The catalyst class is: 42. (7) Reactant: [OH-].[Na+].[OH:3][CH2:4][C:5]1[CH:6]=[C:7]([C:11]2[N:16]=[C:15]([C:17]([NH:19][C:20]3[C:21]([CH3:31])=[CH:22][C:23]([C:27]([O:29]C)=[O:28])=[N:24][C:25]=3[CH3:26])=[O:18])[C:14]([CH3:32])=[CH:13][CH:12]=2)[CH:8]=[CH:9][CH:10]=1.Cl. Product: [OH:3][CH2:4][C:5]1[CH:6]=[C:7]([C:11]2[N:16]=[C:15]([C:17]([NH:19][C:20]3[C:21]([CH3:31])=[CH:22][C:23]([C:27]([OH:29])=[O:28])=[N:24][C:25]=3[CH3:26])=[O:18])[C:14]([CH3:32])=[CH:13][CH:12]=2)[CH:8]=[CH:9][CH:10]=1. The catalyst class is: 36.